From a dataset of Forward reaction prediction with 1.9M reactions from USPTO patents (1976-2016). Predict the product of the given reaction. Given the reactants [CH3:1][CH:2]([CH2:23][C:24]#[C:25][CH3:26])[C:3](=[O:22])/[CH:4]=[CH:5]/[C@H:6]1[CH2:10][CH2:9][C:8](=[O:11])[N:7]1[CH2:12][CH2:13][CH2:14][CH2:15][CH2:16][CH2:17][C:18]([O:20][CH3:21])=[O:19].O.O.O.O.O.O.O.[Cl-].[Ce+3].[Cl-].[Cl-].[BH4-].[Na+].[Cl-].[NH4+], predict the reaction product. The product is: [OH:22][CH:3]([CH:2]([CH3:1])[CH2:23][C:24]#[C:25][CH3:26])/[CH:4]=[CH:5]/[C@H:6]1[CH2:10][CH2:9][C:8](=[O:11])[N:7]1[CH2:12][CH2:13][CH2:14][CH2:15][CH2:16][CH2:17][C:18]([O:20][CH3:21])=[O:19].